From a dataset of Experimentally validated miRNA-target interactions with 360,000+ pairs, plus equal number of negative samples. Binary Classification. Given a miRNA mature sequence and a target amino acid sequence, predict their likelihood of interaction. (1) The miRNA is hsa-miR-6767-5p with sequence UCGCAGACAGGGACACAUGGAGA. The protein sequence of the target gene is MEAQAQGLLETEPLQGTDEDAVASADFSSMLSEEEKEELKAELVQLEDEITTLRQVLSAKERHLVEIKQKLGMNLMNELKQNFSKSWHDMQTTTAYKKTHETLSHAGQKATAAFSNVGTAISKKFGDMSYSIRHSISMPAMRNSPTFKSFEERVETTVTSLKTKVGGTNPNGGSFEEVLSSTAHASAQSLAGGSRRTKEEELQC. Result: 0 (no interaction). (2) The miRNA is mmu-miR-449b with sequence AGGCAGUGUUGUUAGCUGGC. The protein sequence of the target gene is MSISGTLSSYYVDSIISHESEDAPPAKFPSGQYASSRQPGHAEHLEFPSCSFQPKAPVFGASWAPLSPHASGSLPSVYHPYIQPQGVPPAESRYLRTWLEPAPRGEAAPGQGQAAVKAEPLLGAPGELLKQGTPEYSLETSAGREAVLSNQRPGYGDNKICEGSEDKERPDQTNPSANWLHARSSRKKRCPYTKYQTLELEKEFLFNMYLTRDRRHEVARLLNLSERQVKIWFQNRRMKMKKMNKEQGKE. Result: 0 (no interaction). (3) The miRNA is hsa-miR-3147 with sequence GGUUGGGCAGUGAGGAGGGUGUGA. The protein sequence of the target gene is MATSAEAPAKEAQKRDSQPQKQKRETQDEAELLTVPDGWKEPAFSKEDNPRGLLEESSFATLFPKYREAYLKECWPLVQKALNEHHVKATLDLIEGSMTVCTTKKTFDPYIIIRARDLIKLLARSVSFEQAVRILQDDVACDIIKIGSLVRNKERFVKRRQRLIGPKGSTLKALELLTNCYVMVQGNTVSAIGPFSGLKEVRKVVLDTMKNIHPIYNIKTLMIKRELAKDSELRSQSWERFLPQFKHKNVNKRKEPKKKSVKKEYTPFPPPQPESQIDKELASGEYFLKASQKKRQKMEA.... Result: 0 (no interaction). (4) The miRNA is hsa-miR-8080 with sequence GAAGGACACUGGUGUCAACGGCU. The protein sequence of the target gene is MSERRRSAVALSSRAHAFSVEALIGSNKKRKLRDWEEKGLDLSMEALSPAGPLGDTDDPATHGLEPHPDSEQSTGSDSEVLTERTSCSFSTHTDLASGAAGPVPAAMSSMEEIQVELQCADLWKRFHDIGTEMIITKAGRRMFPAMRVKITGLDPHQQYYIAMDIVPVDNKRYRYVYHSSKWMVAGNADSPVPPRVYIHPDSLASGDTWMRQVVSFDKLKLTNNELDDQGHIILHSMHKYQPRVHVIRKDFSSDLSPTKPVPVGDGVKTFNFPETVFTTVTAYQNQQITRLKIDRNPFAK.... Result: 0 (no interaction). (5) The miRNA is hsa-miR-5581-5p with sequence AGCCUUCCAGGAGAAAUGGAGA. The protein sequence of the target gene is MSLKLQASNVTNKNDPKSINSRVFIGNLNTALVKKSDVETIFSKYGRVAGCSVHKGYAFVQYSNERHARAAVLGENGRVLAGQTLDINMAGEPKPDRPKGLKRAASAIYSGYIFDYDYYRDDFYDRLFDYRGRLSPVPVPRAVPVKRPRVTVPLVRRVKTNVPVKLFARSTAVTTSSAKIKLKSSELQAIKTELTQIKSNIDALLSRLEQIAAEQKANPDGKKKGDGGGAGGGGGGGGSGGGGSGGGGGGGSSRPPAPQENTTSEAGLPQGEARTRDDGDEEGLLTHSEEELEHSQDTDA.... Result: 1 (interaction). (6) The miRNA is hsa-miR-4781-3p with sequence AAUGUUGGAAUCCUCGCUAGAG. The protein sequence of the target gene is MTPRGFSCLLLPTSETDLPVKRRT. Result: 0 (no interaction). (7) The miRNA is hsa-miR-6883-5p with sequence AGGGAGGGUGUGGUAUGGAUGU. The protein sequence of the target gene is MFSGFNVFRVGISFVIMCIFYMPTVNSLPELSPQKYFSTLQPGKASLAYFCQADSPRTSVFLEELNEAVRPLQDYGISVAKVNCVKEEISRYCGKEKDLMKAYLFKGNILLREFPTDTLFDVNAIVAHVLFALLFSEVKYITNLEDLQNIENALKGKANIIFSYVRAIGIPEHRAVMEAAFVYGTTYQFVLTTEIALLESIGSEDVEYAHLYFFHCKLVLDLTQQCRRTLMEQPLTTLNIHLFIKTMKAPLLTEVAEDPQQVSTVHLQLGLPLVFIVSQQATYEADRRTAEWVAWRLLGK.... Result: 1 (interaction). (8) The miRNA is hsa-miR-6785-3p with sequence ACAUCGCCCCACCUUCCCCAG. The protein sequence of the target gene is MHLHQVLTGAVNPGDNCYSVGSVGDVPFTAYGSGCDIVILASDFECVQIIPGAKHGNIQVSCVECSNQHGRVAASYGNAVCIFEPLGVNSHKRNSQLKCQWLKTGQFFLSSVTYNLAWDPQDNRLLTATDSIQLWAPPGGDILEEEEDVDNRAPPVLNDWKCIWQCKTSVSVHLMEWSPDGEYFATAGKDDCLLKVWYPMTGWKSSIIPQDPHEVKRRRASTQFSFVYLAHPRAVTGFSWRKTSKYMPRGSVCNVLLTSCHDGVCRLWAETLLPEDCLLGEQICETTTSSVASNLSSAGK.... Result: 0 (no interaction). (9) The miRNA is mmu-let-7c-5p with sequence UGAGGUAGUAGGUUGUAUGGUU. The protein sequence of the target gene is MDLTQQAKDIQNITVQETNKNNSESIECSKITMDLKFNNSRKYISITVPSKTQTMSPHIKSVDDVVVLGMNLSKFNKLTQFFICVAGVFVFYLIYGYLQELIFSVEGFKSCGWYLTLVQFAFYSIFGLIELQLIQDKRRRIPGKTYMIIAFLTVGTMGLSNTSLGYLNYPTQVIFKCCKLIPVMLGGVFIQGKRYNVADVSAAICMSLGLIWFTLADSTTAPNFNLTGVVLISLALCADAVIGNVQEKAMKLHNASNSEMVLYSYSIGFVYILLGLTCTSGLGPAVTFCAKNPVRTYGYA.... Result: 0 (no interaction). (10) The miRNA is hsa-miR-609 with sequence AGGGUGUUUCUCUCAUCUCU. The protein sequence of the target gene is MGEQNHSPGKELQHRTRAEAPGKKSWHSQAYALGAVSNFMSTFLTFPIYKVVFRQQIHAMAVSEAVRQLWHEGPQYFYRGIYPPLLSKTLQGTLLFGTYDSLLCFLSPVGPHTLGHRWAAGLMSGVVEAVALSPFERVQNVLQDGRKQARFPSTFSILKEFNSYGLWGRLSLGYYRGFWPVLARNSLGSALYFSFKDPIQDGLAEQGLPHWVPALVSGSVNGTITCLVLYPLIVLVANMQSHIGWQNMPSLWASAQDVWNTRGRKLLLIYRGGSLVILRSSVTWGLTTAIHDFLQRKSHS.... Result: 0 (no interaction).